Dataset: Catalyst prediction with 721,799 reactions and 888 catalyst types from USPTO. Task: Predict which catalyst facilitates the given reaction. (1) The catalyst class is: 174. Product: [NH2:1][C:2]1[C:32]([C:33]([F:34])([F:36])[F:35])=[CH:31][C:5]([CH2:6][CH:7]([C:8]2[N:45]([CH2:46][CH:47]3[CH2:48][CH2:49][NH:50][CH2:51][CH2:52]3)[C:40]3[CH:41]=[CH:42][CH:43]=[CH:44][C:39]=3[N:38]=2)[CH2:10][C:11]([N:12]2[CH2:13][CH2:14][CH:15]([N:18]3[CH2:24][CH2:23][C:22]4[CH:25]=[CH:26][CH:27]=[CH:28][C:21]=4[NH:20][C:19]3=[O:29])[CH2:16][CH2:17]2)=[O:30])=[CH:4][C:3]=1[Cl:37]. Reactant: [NH2:1][C:2]1[C:32]([C:33]([F:36])([F:35])[F:34])=[CH:31][C:5]([CH2:6][CH:7]([CH2:10][C:11](=[O:30])[N:12]2[CH2:17][CH2:16][CH:15]([N:18]3[CH2:24][CH2:23][C:22]4[CH:25]=[CH:26][CH:27]=[CH:28][C:21]=4[NH:20][C:19]3=[O:29])[CH2:14][CH2:13]2)[CH:8]=O)=[CH:4][C:3]=1[Cl:37].[NH2:38][C:39]1[CH:44]=[CH:43][CH:42]=[CH:41][C:40]=1[NH:45][CH2:46][CH:47]1[CH2:52][CH2:51][N:50](C(OC(C)(C)C)=O)[CH2:49][CH2:48]1.C(O)(C(F)(F)F)=O. (2) Reactant: [CH2:1]([C:3]1([CH2:15][CH3:16])[O:7][B:6]([OH:8])[C:5]2[CH:9]=[CH:10][C:11]([CH:13]=O)=[CH:12][C:4]1=2)[CH3:2].[NH2:17][OH:18].Cl.CC([O-])=O.[Na+].CC(=O)OCC. Product: [CH2:1]([C:3]1([CH2:15][CH3:16])[O:7][B:6]([OH:8])[C:5]2[CH:9]=[CH:10][C:11]([CH:13]=[N:17][OH:18])=[CH:12][C:4]1=2)[CH3:2]. The catalyst class is: 20. (3) Reactant: [C:1]([N:5]1[CH:9]=[C:8]([CH2:10][CH2:11][CH2:12][CH3:13])[C:7](=[NH:14])[S:6]1)([CH3:4])([CH3:3])[CH3:2].[C:15]([OH:28])(=O)[C:16]1([CH2:26][CH2:25][CH:21]([C:22](O)=[O:23])[C:18]1([CH3:20])[CH3:19])[CH3:17].[NH3:29]. Product: [CH2:10]([C:8]1=[CH:9][N:5]([C:1]([CH3:4])([CH3:3])[CH3:2])[S:6]/[C:7]/1=[N:14]\[C:22]([C@H:21]1[CH2:25][CH2:26][C@@:16]([CH3:17])([C:15]([NH2:29])=[O:28])[C:18]1([CH3:20])[CH3:19])=[O:23])[CH2:11][CH2:12][CH3:13]. The catalyst class is: 5. (4) Reactant: [C:1]1([CH2:7][CH2:8][CH2:9][CH2:10][CH2:11][CH2:12][OH:13])[CH:6]=[CH:5][CH:4]=[CH:3][CH:2]=1.[Cr](Cl)([O-])(=O)=O.[NH+]1C=CC=CC=1. Product: [C:1]1([CH2:7][CH2:8][CH2:9][CH2:10][CH2:11][CH:12]=[O:13])[CH:6]=[CH:5][CH:4]=[CH:3][CH:2]=1. The catalyst class is: 635.